Dataset: Reaction yield outcomes from USPTO patents with 853,638 reactions. Task: Predict the reaction yield, written as a fraction of the theoretical maximum amount of product (1.0 means a 100% yield; for example, 0.34 means a 34% yield). (1) The catalyst is C1(C)C=CC=CC=1.C1C=CC([P]([Pd]([P](C2C=CC=CC=2)(C2C=CC=CC=2)C2C=CC=CC=2)([P](C2C=CC=CC=2)(C2C=CC=CC=2)C2C=CC=CC=2)[P](C2C=CC=CC=2)(C2C=CC=CC=2)C2C=CC=CC=2)(C2C=CC=CC=2)C2C=CC=CC=2)=CC=1.CCOCC. The reactants are [C:1]([C:4]1[CH:9]=[CH:8][CH:7]=[C:6](Br)[N:5]=1)(=[O:3])[CH3:2].[C:11]1(B(O)O)[CH:16]=[CH:15][CH:14]=[CH:13][CH:12]=1.C([O-])([O-])=O.[Na+].[Na+].CO. The yield is 0.890. The product is [C:1]([C:4]1[CH:9]=[CH:8][CH:7]=[C:6]([C:11]2[CH:16]=[CH:15][CH:14]=[CH:13][CH:12]=2)[N:5]=1)(=[O:3])[CH3:2]. (2) The reactants are Br[C:2]1[C:3]2[C:4]3[CH:17]=[CH:16][S:15][C:5]=3[C:6](=[O:14])[NH:7][C:8]=2[CH:9]=[CH:10][C:11]=1[O:12][CH3:13].CC1(C)C(C)(C)OB([C:26]2[CH:31]=[CH:30][C:29]([CH:32]([NH:34][C:35](=[O:41])[O:36][C:37]([CH3:40])([CH3:39])[CH3:38])[CH3:33])=[CH:28][CH:27]=2)O1. No catalyst specified. The product is [CH3:13][O:12][C:11]1[CH:10]=[CH:9][C:8]2[NH:7][C:6](=[O:14])[C:5]3[S:15][CH:16]=[CH:17][C:4]=3[C:3]=2[C:2]=1[C:26]1[CH:27]=[CH:28][C:29]([CH:32]([NH:34][C:35](=[O:41])[O:36][C:37]([CH3:40])([CH3:39])[CH3:38])[CH3:33])=[CH:30][CH:31]=1. The yield is 0.390.